Dataset: Reaction yield outcomes from USPTO patents with 853,638 reactions. Task: Predict the reaction yield, written as a fraction of the theoretical maximum amount of product (1.0 means a 100% yield; for example, 0.34 means a 34% yield). (1) The reactants are [Cl:1][C:2]1[C:3]([NH:22][C:23]2[CH:32]=[CH:31][CH:30]=[CH:29][C:24]=2[C:25]([NH:27][CH3:28])=[O:26])=[N:4][C:5]([NH:8][C:9]2[C:18]3[CH2:17][CH2:16][CH2:15][CH2:14][C:13]=3[CH:12]=[C:11]([N+:19]([O-])=O)[CH:10]=2)=[N:6][CH:7]=1.[Cl-].[NH4+].O. The catalyst is C(O)C.[Fe]. The product is [NH2:19][C:11]1[CH:10]=[C:9]([NH:8][C:5]2[N:4]=[C:3]([NH:22][C:23]3[CH:32]=[CH:31][CH:30]=[CH:29][C:24]=3[C:25]([NH:27][CH3:28])=[O:26])[C:2]([Cl:1])=[CH:7][N:6]=2)[C:18]2[CH2:17][CH2:16][CH2:15][CH2:14][C:13]=2[CH:12]=1. The yield is 0.160. (2) The reactants are [CH3:1][C:2]1[O:6][C:5]([C:7]2[CH:12]=[CH:11][CH:10]=[CH:9][CH:8]=2)=[N:4][C:3]=1[CH2:13][O:14][C:15]1[CH:32]=[CH:31][C:18]([CH2:19][O:20][C:21]2[C:26]([CH2:27][C:28]([OH:30])=[O:29])=[CH:25][CH:24]=[CH:23][N:22]=2)=[CH:17][CH:16]=1.[OH-].[K+:34].CO. The catalyst is O1CCCC1. The product is [CH3:1][C:2]1[O:6][C:5]([C:7]2[CH:8]=[CH:9][CH:10]=[CH:11][CH:12]=2)=[N:4][C:3]=1[CH2:13][O:14][C:15]1[CH:32]=[CH:31][C:18]([CH2:19][O:20][C:21]2[C:26]([CH2:27][C:28]([O-:30])=[O:29])=[CH:25][CH:24]=[CH:23][N:22]=2)=[CH:17][CH:16]=1.[K+:34]. The yield is 0.860. (3) The reactants are S(=O)(=O)(O)O.[Br:6][C:7]1[C:16]2[C:11](=[CH:12][C:13]([C:17]([OH:19])=[O:18])=[CH:14][CH:15]=2)[C:10](=[O:20])[NH:9][N:8]=1.[CH3:21][CH2:22]O. No catalyst specified. The product is [CH2:21]([O:18][C:17]([C:13]1[CH:12]=[C:11]2[C:16](=[CH:15][CH:14]=1)[C:7]([Br:6])=[N:8][NH:9][C:10]2=[O:20])=[O:19])[CH3:22]. The yield is 0.310. (4) The reactants are [NH2:1][C@H:2]1[CH2:7][CH2:6][CH2:5][NH:4][C@H:3]1[C:8]1[CH:13]=[CH:12][CH:11]=[CH:10][CH:9]=1.Cl[C:15]([O:17][CH2:18][C:19]1[CH:24]=[CH:23][CH:22]=[CH:21][CH:20]=1)=[O:16].C(N(C(C)C)CC)(C)C. The catalyst is C(Cl)Cl. The product is [CH2:18]([O:17][C:15]([NH:1][C@H:2]1[CH2:7][CH2:6][CH2:5][NH:4][C@H:3]1[C:8]1[CH:13]=[CH:12][CH:11]=[CH:10][CH:9]=1)=[O:16])[C:19]1[CH:24]=[CH:23][CH:22]=[CH:21][CH:20]=1. The yield is 0.800. (5) The product is [Cl:1][C:2]1[CH:7]=[C:6]([NH:11][NH2:12])[CH:5]=[C:4]([Cl:9])[N:3]=1. The reactants are [Cl:1][C:2]1[CH:7]=[C:6](Cl)[CH:5]=[C:4]([Cl:9])[N:3]=1.O.[NH2:11][NH2:12]. No catalyst specified. The yield is 0.340. (6) The reactants are C(O)(=O)C.[CH3:5][C:6]1[N:11]=[C:10]([C:12](=O)[CH2:13][C:14]2[CH:15]=[CH:16][C:17]3[N:18]([N:20]=[CH:21][N:22]=3)[CH:19]=2)[CH:9]=[CH:8][N:7]=1.C[N:25]([CH:27](OC)OC)C.O.[NH2:33]N. The catalyst is CN(C=O)C. The product is [CH3:5][C:6]1[N:11]=[C:10]([C:12]2[C:13]([C:14]3[CH:15]=[CH:16][C:17]4[N:18]([N:20]=[CH:21][N:22]=4)[CH:19]=3)=[CH:27][NH:25][N:33]=2)[CH:9]=[CH:8][N:7]=1. The yield is 0.220. (7) The reactants are [Cl:1][C:2]1[CH:7]=[CH:6][C:5]([C:8]2[N:9]([C:20]3[CH:25]=[CH:24][CH:23]=[CH:22][C:21]=3[Cl:26])[N:10]=[C:11]3[C:16]([OH:17])=[N:15][C:14]([CH2:18][CH3:19])=[N:13][C:12]=23)=[CH:4][CH:3]=1.C([O-])([O-])=O.[Cs+].[Cs+].[C:33]([CH2:37]I)([F:36])([F:35])[F:34]. The catalyst is CN(C=O)C. The product is [Cl:1][C:2]1[CH:7]=[CH:6][C:5]([C:8]2[N:9]([C:20]3[CH:25]=[CH:24][CH:23]=[CH:22][C:21]=3[Cl:26])[N:10]=[C:11]3[C:16](=[O:17])[N:15]([CH2:37][C:33]([F:36])([F:35])[F:34])[C:14]([CH2:18][CH3:19])=[N:13][C:12]=23)=[CH:4][CH:3]=1. The yield is 0.500.